This data is from Catalyst prediction with 721,799 reactions and 888 catalyst types from USPTO. The task is: Predict which catalyst facilitates the given reaction. (1) The catalyst class is: 5. Product: [F:1][C:2]1[C:7]2[O:8][CH2:9][O:10][C:6]=2[CH:5]=[C:4]([CH2:11][OH:12])[CH:3]=1. Reactant: [F:1][C:2]1[C:7]2[O:8][CH2:9][O:10][C:6]=2[CH:5]=[C:4]([CH:11]=[O:12])[CH:3]=1.[BH4-].[Na+]. (2) Reactant: [CH3:1][CH:2]1[CH2:4][NH:3]1.C(N(CC)C(C)C)(C)C.Br[CH2:15][C:16]([O:18][CH2:19][CH3:20])=[O:17]. Product: [CH3:1][CH:2]1[CH2:4][N:3]1[CH2:15][C:16]([O:18][CH2:19][CH3:20])=[O:17]. The catalyst class is: 4.